Predict the reactants needed to synthesize the given product. From a dataset of Full USPTO retrosynthesis dataset with 1.9M reactions from patents (1976-2016). Given the product [F:1][C:2]1[CH:15]=[CH:14][C:5]([O:6][CH2:7][C:8]([OH:10])=[O:9])=[C:4]([CH3:16])[C:3]=1[NH:17][CH2:18][C:19]1[CH:24]=[C:23]([OH:25])[CH:22]=[C:21]([C:26]2[CH:31]=[CH:30][CH:29]=[C:28]([F:32])[CH:27]=2)[CH:20]=1, predict the reactants needed to synthesize it. The reactants are: [F:1][C:2]1[CH:15]=[CH:14][C:5]([O:6][CH2:7][C:8]([O:10]C(C)C)=[O:9])=[C:4]([CH3:16])[C:3]=1[NH:17][CH2:18][C:19]1[CH:24]=[C:23]([OH:25])[CH:22]=[C:21]([C:26]2[CH:31]=[CH:30][CH:29]=[C:28]([F:32])[CH:27]=2)[CH:20]=1.[OH-].[Na+].